From a dataset of Full USPTO retrosynthesis dataset with 1.9M reactions from patents (1976-2016). Predict the reactants needed to synthesize the given product. (1) Given the product [C:1]([O:5][C:6]([N:8]1[CH2:9][CH2:10][CH:11]([C:14]2[S:24][CH2:23][CH:21]([C:20]([O:19][CH2:17][CH3:18])=[O:25])[N:22]=2)[CH2:12][CH2:13]1)=[O:7])([CH3:2])([CH3:3])[CH3:4], predict the reactants needed to synthesize it. The reactants are: [C:1]([O:5][C:6]([N:8]1[CH2:13][CH2:12][CH:11]([CH:14]=O)[CH2:10][CH2:9]1)=[O:7])([CH3:4])([CH3:3])[CH3:2].Cl.[CH2:17]([O:19][C:20](=[O:25])[C@H:21]([CH2:23][SH:24])[NH2:22])[CH3:18].C(N(CC)CC)C. (2) Given the product [CH3:27][O:28][N:29]=[C:18]([CH2:17][C:16]([CH3:22])([CH3:21])[CH2:15][N:14]1[C:10]2[C:9]3[CH:8]=[CH:7][CH:6]=[CH:5][C:4]=3[N:3]=[C:2]([NH2:1])[C:11]=2[N:12]=[C:13]1[CH2:23][CH2:24][CH3:25])[CH3:19], predict the reactants needed to synthesize it. The reactants are: [NH2:1][C:2]1[C:11]2[N:12]=[C:13]([CH2:23][CH2:24][CH3:25])[N:14]([CH2:15][C:16]([CH3:22])([CH3:21])[CH2:17][C:18](=O)[CH3:19])[C:10]=2[C:9]2[CH:8]=[CH:7][CH:6]=[CH:5][C:4]=2[N:3]=1.Cl.[CH3:27][O:28][NH2:29]. (3) The reactants are: [OH:1][CH:2]([C:6]1[CH:11]=[CH:10][C:9]([C:12]2[N:16]=[C:15]([C:17]3[O:21][N:20]=[C:19]([C:22]4[CH:27]=[CH:26][CH:25]=[CH:24][CH:23]=4)[C:18]=3[C:28]([F:31])([F:30])[F:29])[O:14][N:13]=2)=[CH:8][CH:7]=1)[C:3](O)=[O:4].[NH2:32][CH2:33][C:34]([NH:36][CH3:37])=[O:35].CN1CCOCC1.CN(C(ON1N=NC2C=CC=NC1=2)=[N+](C)C)C.F[P-](F)(F)(F)(F)F. Given the product [OH:1][CH:2]([C:6]1[CH:7]=[CH:8][C:9]([C:12]2[N:16]=[C:15]([C:17]3[O:21][N:20]=[C:19]([C:22]4[CH:23]=[CH:24][CH:25]=[CH:26][CH:27]=4)[C:18]=3[C:28]([F:31])([F:29])[F:30])[O:14][N:13]=2)=[CH:10][CH:11]=1)[C:3]([NH:32][CH2:33][C:34]([NH:36][CH3:37])=[O:35])=[O:4], predict the reactants needed to synthesize it. (4) Given the product [CH2:19]([O:26][C:27](=[O:48])[C:28]1[CH:33]=[C:32]([C:34]#[CH:35])[CH:31]=[CH:30][C:29]=1[O:40][CH2:41][C:42]1[CH:47]=[CH:46][CH:45]=[CH:44][CH:43]=1)[C:20]1[CH:21]=[CH:22][CH:23]=[CH:24][CH:25]=1, predict the reactants needed to synthesize it. The reactants are: [F-].C([N+](CCCC)(CCCC)CCCC)CCC.[CH2:19]([O:26][C:27](=[O:48])[C:28]1[CH:33]=[C:32]([C:34]#[C:35][Si](C)(C)C)[CH:31]=[CH:30][C:29]=1[O:40][CH2:41][C:42]1[CH:47]=[CH:46][CH:45]=[CH:44][CH:43]=1)[C:20]1[CH:25]=[CH:24][CH:23]=[CH:22][CH:21]=1. (5) Given the product [C:1]1([NH:7][C:8]([C:10]2[C:14]([C:15]3[CH:20]=[CH:19][CH:18]=[C:17]([CH2:21][OH:22])[CH:16]=3)=[CH:13][NH:12][N:11]=2)=[O:9])[CH:6]=[CH:5][CH:4]=[CH:3][CH:2]=1, predict the reactants needed to synthesize it. The reactants are: [C:1]1([NH:7][C:8]([C:10]2[C:14]([C:15]3[CH:20]=[CH:19][CH:18]=[C:17]([CH2:21][OH:22])[CH:16]=3)=[CH:13][N:12](CC3C=CC(OC)=CC=3)[N:11]=2)=[O:9])[CH:6]=[CH:5][CH:4]=[CH:3][CH:2]=1.C1(OC)C=CC=CC=1.